This data is from Catalyst prediction with 721,799 reactions and 888 catalyst types from USPTO. The task is: Predict which catalyst facilitates the given reaction. Reactant: [H-].[Na+].[OH:3][C@H:4]1[CH2:9][CH2:8][C@H:7]([NH:10][C:11]([NH:13][C:14]2[CH:19]=[CH:18][CH:17]=[C:16]([C:20]([F:23])([F:22])[F:21])[CH:15]=2)=[O:12])[CH2:6][CH2:5]1.Cl[C:25]1[C:26]2[N:33]([CH3:34])[CH:32]=[CH:31][C:27]=2[N:28]=[CH:29][N:30]=1. Product: [CH3:34][N:33]1[C:26]2[C:25]([O:3][CH:4]3[CH2:9][CH2:8][CH:7]([NH:10][C:11]([NH:13][C:14]4[CH:19]=[CH:18][CH:17]=[C:16]([C:20]([F:21])([F:22])[F:23])[CH:15]=4)=[O:12])[CH2:6][CH2:5]3)=[N:30][CH:29]=[N:28][C:27]=2[CH:31]=[CH:32]1. The catalyst class is: 35.